From a dataset of Peptide-MHC class I binding affinity with 185,985 pairs from IEDB/IMGT. Regression. Given a peptide amino acid sequence and an MHC pseudo amino acid sequence, predict their binding affinity value. This is MHC class I binding data. (1) The peptide sequence is MTRVTNNVY. The MHC is HLA-B57:01 with pseudo-sequence HLA-B57:01. The binding affinity (normalized) is 0.575. (2) The peptide sequence is TMRIYCSLFK. The MHC is HLA-A03:01 with pseudo-sequence HLA-A03:01. The binding affinity (normalized) is 0.985. (3) The peptide sequence is CRAPRKKGC. The MHC is HLA-A11:01 with pseudo-sequence HLA-A11:01. The binding affinity (normalized) is 0.00973. (4) The peptide sequence is KLVALGINAV. The MHC is HLA-B18:01 with pseudo-sequence HLA-B18:01. The binding affinity (normalized) is 0. (5) The MHC is H-2-Db with pseudo-sequence H-2-Db. The peptide sequence is KTPLTLVDICF. The binding affinity (normalized) is 0. (6) The MHC is HLA-B07:02 with pseudo-sequence HLA-B07:02. The peptide sequence is TTIEDILPK. The binding affinity (normalized) is 0.0847. (7) The peptide sequence is RNPKPYLRA. The MHC is Mamu-A01 with pseudo-sequence Mamu-A01. The binding affinity (normalized) is 0.233. (8) The MHC is HLA-A03:01 with pseudo-sequence HLA-A03:01. The peptide sequence is YMVTDKTAY. The binding affinity (normalized) is 0.0364. (9) The peptide sequence is ALLQQQLSSV. The MHC is HLA-A02:03 with pseudo-sequence HLA-A02:03. The binding affinity (normalized) is 0.888. (10) The binding affinity (normalized) is 0.115. The MHC is HLA-B07:02 with pseudo-sequence HLA-B07:02. The peptide sequence is MPVTAASA.